From a dataset of Peptide-MHC class II binding affinity with 134,281 pairs from IEDB. Regression. Given a peptide amino acid sequence and an MHC pseudo amino acid sequence, predict their binding affinity value. This is MHC class II binding data. (1) The peptide sequence is VGSLQYLALTALITPKK. The MHC is DRB3_0101 with pseudo-sequence DRB3_0101. The binding affinity (normalized) is 0.367. (2) The peptide sequence is VTKDTNDNNLYKLHG. The MHC is DRB3_0202 with pseudo-sequence DRB3_0202. The binding affinity (normalized) is 0. (3) The MHC is HLA-DQA10301-DQB10302 with pseudo-sequence HLA-DQA10301-DQB10302. The binding affinity (normalized) is 0.191. The peptide sequence is NRASLMQLISTNVFG. (4) The peptide sequence is LFRVYSNFLRGKLKL. The MHC is DRB4_0101 with pseudo-sequence DRB4_0103. The binding affinity (normalized) is 0.283.